This data is from Full USPTO retrosynthesis dataset with 1.9M reactions from patents (1976-2016). The task is: Predict the reactants needed to synthesize the given product. (1) The reactants are: [C:1]([N:4]([CH2:11][C:12]1[CH:17]=[CH:16][C:15]([C:18]2[CH:30]=[CH:29][C:21]3[N:22]([CH2:25][CH:26]4[CH2:28][CH2:27]4)[N:23]=[N:24][C:20]=3[C:19]=2[C:31]([F:34])([F:33])[F:32])=[CH:14][CH:13]=1)[CH2:5][C:6]([O:8]CC)=O)(=[O:3])[NH2:2]. Given the product [CH:26]1([CH2:25][N:22]2[C:21]3[CH:29]=[CH:30][C:18]([C:15]4[CH:16]=[CH:17][C:12]([CH2:11][N:4]5[CH2:5][C:6](=[O:8])[NH:2][C:1]5=[O:3])=[CH:13][CH:14]=4)=[C:19]([C:31]([F:32])([F:33])[F:34])[C:20]=3[N:24]=[N:23]2)[CH2:28][CH2:27]1, predict the reactants needed to synthesize it. (2) Given the product [CH:28]([N:27]([CH3:26])[CH2:2][CH2:3][O:4][C:5]1[CH:6]=[C:7]2[C:12](=[CH:13][CH:14]=1)[N:11]=[CH:10][N:9]([C:15]1[CH:16]=[C:17]([CH:21]=[CH:22][C:23]=1[CH3:24])[C:18]([OH:20])=[O:19])[C:8]2=[O:25])([CH3:30])[CH3:29], predict the reactants needed to synthesize it. The reactants are: Cl[CH2:2][CH2:3][O:4][C:5]1[CH:6]=[C:7]2[C:12](=[CH:13][CH:14]=1)[N:11]=[CH:10][N:9]([C:15]1[CH:16]=[C:17]([CH:21]=[CH:22][C:23]=1[CH3:24])[C:18]([OH:20])=[O:19])[C:8]2=[O:25].[CH3:26][NH:27][CH:28]([CH3:30])[CH3:29].C(N(CC)C(C)C)(C)C.[N-]=C=O. (3) The reactants are: [CH2:1]([O:3][C:4](=[O:15])/[CH:5]=[CH:6]/[C:7]1[CH:12]=[CH:11][C:10](N)=[C:9]([OH:14])[CH:8]=1)[CH3:2].N([O-])=O.[Na+].[ClH:20]. Given the product [CH2:1]([O:3][C:4](=[O:15])/[CH:5]=[CH:6]/[C:7]1[CH:12]=[CH:11][C:10]([Cl:20])=[C:9]([OH:14])[CH:8]=1)[CH3:2], predict the reactants needed to synthesize it. (4) Given the product [C:25]([N:5]1[CH2:6][CH2:7][N:2]([C:8]2[CH:13]=[CH:12][C:11](/[CH:14]=[CH:15]/[C:16]3[C:24]4[C:19](=[CH:20][CH:21]=[CH:22][CH:23]=4)[NH:18][N:17]=3)=[CH:10][CH:9]=2)[CH2:3][CH2:4]1)(=[O:27])[CH3:26], predict the reactants needed to synthesize it. The reactants are: Cl.[N:2]1([C:8]2[CH:13]=[CH:12][C:11](/[CH:14]=[CH:15]/[C:16]3[C:24]4[C:19](=[CH:20][CH:21]=[CH:22][CH:23]=4)[NH:18][N:17]=3)=[CH:10][CH:9]=2)[CH2:7][CH2:6][NH:5][CH2:4][CH2:3]1.[C:25](O)(=[O:27])[CH3:26].O.ON1C2C=CC=CC=2N=N1.Cl.C(N=C=NCCCN(C)C)C.CN1CCOCC1.C(=O)([O-])O.[Na+]. (5) The reactants are: [N+:1]([C:4]1[CH:11]=[CH:10][C:7]([CH:8]=O)=[CH:6][CH:5]=1)([O-:3])=[O:2].[NH:12]1[C:20]2[C:15](=[CH:16][CH:17]=[CH:18][CH:19]=2)[CH:14]=[C:13]1[C:21]1[CH:22]=[CH:23][C:24]([O:28][CH3:29])=[C:25]([NH2:27])[CH:26]=1.C(O[BH-](OC(=O)C)OC(=O)C)(=O)C.[Na+].C(=O)(O)[O-].[Na+]. Given the product [NH:12]1[C:20]2[C:15](=[CH:16][CH:17]=[CH:18][CH:19]=2)[CH:14]=[C:13]1[C:21]1[CH:22]=[CH:23][C:24]([O:28][CH3:29])=[C:25]([NH:27][CH2:8][C:7]2[CH:10]=[CH:11][C:4]([N+:1]([O-:3])=[O:2])=[CH:5][CH:6]=2)[CH:26]=1, predict the reactants needed to synthesize it. (6) Given the product [CH2:1]([N:8]1[CH2:22][C:23](=[O:25])[NH:19][C:18]2[CH:17]=[C:12]([C:13]([O:15][CH3:16])=[O:14])[CH:11]=[N:10][C:9]1=2)[C:2]1[CH:7]=[CH:6][CH:5]=[CH:4][CH:3]=1, predict the reactants needed to synthesize it. The reactants are: [CH2:1]([N:8]([CH2:22][C:23]([O:25]CC)=O)[C:9]1[C:18]([N+:19]([O-])=O)=[CH:17][C:12]([C:13]([O:15][CH3:16])=[O:14])=[CH:11][N:10]=1)[C:2]1[CH:7]=[CH:6][CH:5]=[CH:4][CH:3]=1.P(OC1C=CC=CC=1)(OC1C=CC=CC=1)OC1C=CC=CC=1.[H][H]. (7) Given the product [CH2:1]([O:3][C:4](=[O:23])[C:5]1[C:10]([S:25][CH3:24])=[CH:9][C:8]([C:12]2[C:17]([CH2:18][CH3:19])=[CH:16][CH:15]=[CH:14][C:13]=2[CH2:20][CH3:21])=[N:7][C:6]=1[CH3:22])[CH3:2], predict the reactants needed to synthesize it. The reactants are: [CH2:1]([O:3][C:4](=[O:23])[C:5]1[C:10](Cl)=[CH:9][C:8]([C:12]2[C:17]([CH2:18][CH3:19])=[CH:16][CH:15]=[CH:14][C:13]=2[CH2:20][CH3:21])=[N:7][C:6]=1[CH3:22])[CH3:2].[CH3:24][S-:25].[Na+].O. (8) Given the product [CH3:26][C:27]1[NH:28][N:29]=[CH:30][C:31]=1[C:2]1[S:10][C:9]2[C:8](=[O:11])[NH:7][C:6]([C@@H:12]3[C@@H:17]4[CH2:18][C@@H:14]([CH2:15][CH2:16]4)[N:13]3[C:19]([O:21][C:22]([CH3:23])([CH3:25])[CH3:24])=[O:20])=[N:5][C:4]=2[CH:3]=1, predict the reactants needed to synthesize it. The reactants are: Br[C:2]1[S:10][C:9]2[C:8](=[O:11])[NH:7][C:6]([C@@H:12]3[C@@H:17]4[CH2:18][C@@H:14]([CH2:15][CH2:16]4)[N:13]3[C:19]([O:21][C:22]([CH3:25])([CH3:24])[CH3:23])=[O:20])=[N:5][C:4]=2[CH:3]=1.[CH3:26][C:27]1[C:31](B2OC(C)(C)C(C)(C)O2)=[CH:30][N:29](C(OC(C)(C)C)=O)[N:28]=1.C(=O)([O-])[O-].[Na+].[Na+].COCCOC. (9) Given the product [C:17]([O:20][C:21](=[O:22])[NH:23][CH2:24][C:25]1[CH:26]=[CH:27][C:28]([C:31]([NH:15][C:13]2[N:14]=[C:10]3[CH:9]=[CH:8][CH:7]=[C:6]([C:3]4[CH:4]=[CH:5][O:1][CH:2]=4)[N:11]3[N:12]=2)=[O:32])=[CH:29][CH:30]=1)([CH3:19])([CH3:16])[CH3:18], predict the reactants needed to synthesize it. The reactants are: [O:1]1[CH:5]=[CH:4][C:3]([C:6]2[N:11]3[N:12]=[C:13]([NH2:15])[N:14]=[C:10]3[CH:9]=[CH:8][CH:7]=2)=[CH:2]1.[CH3:16][C:17]([O:20][C:21]([NH:23][CH2:24][C:25]1[CH:30]=[CH:29][C:28]([C:31](O)=[O:32])=[CH:27][CH:26]=1)=[O:22])([CH3:19])[CH3:18]. (10) Given the product [F:9][C:6]1[C:7]([OH:8])=[C:2]([NH:1][N:22]=[C:29]([CH3:28])[C:30]([O:32][CH2:33][CH3:34])=[O:31])[CH:3]=[CH:4][C:5]=1[O:10][C:11]1[CH:12]=[N:13][C:14]([S:17]([CH3:20])(=[O:19])=[O:18])=[CH:15][CH:16]=1, predict the reactants needed to synthesize it. The reactants are: [NH2:1][C:2]1[C:7]([OH:8])=[C:6]([F:9])[C:5]([O:10][C:11]2[CH:12]=[N:13][C:14]([S:17]([CH3:20])(=[O:19])=[O:18])=[CH:15][CH:16]=2)=[CH:4][CH:3]=1.Cl.[N:22]([O-])=O.[Na+].[OH-].[K+].[CH3:28][CH:29](C(=O)C)[C:30]([O:32][CH2:33][CH3:34])=[O:31].